This data is from Peptide-MHC class I binding affinity with 185,985 pairs from IEDB/IMGT. The task is: Regression. Given a peptide amino acid sequence and an MHC pseudo amino acid sequence, predict their binding affinity value. This is MHC class I binding data. (1) The binding affinity (normalized) is 0.212. The MHC is H-2-Kb with pseudo-sequence H-2-Kb. The peptide sequence is EYALFYKL. (2) The MHC is HLA-B15:01 with pseudo-sequence HLA-B15:01. The binding affinity (normalized) is 0.275. The peptide sequence is LIHQGMHMV. (3) The peptide sequence is KMNWFLNW. The MHC is Mamu-B01 with pseudo-sequence Mamu-B01. The binding affinity (normalized) is 0. (4) The peptide sequence is CRCLGEGHGAG. The MHC is Mamu-B08 with pseudo-sequence Mamu-B08. The binding affinity (normalized) is 0.384. (5) The peptide sequence is RDRFKRTSF. The MHC is HLA-B57:01 with pseudo-sequence HLA-B57:01. The binding affinity (normalized) is 0.0847. (6) The peptide sequence is TEANAGQFL. The MHC is HLA-A02:03 with pseudo-sequence HLA-A02:03. The binding affinity (normalized) is 0.0847. (7) The peptide sequence is LPLKMLNIPSINVH. The MHC is HLA-B39:01 with pseudo-sequence HLA-B39:01. The binding affinity (normalized) is 0.0847.